Dataset: Peptide-MHC class II binding affinity with 134,281 pairs from IEDB. Task: Regression. Given a peptide amino acid sequence and an MHC pseudo amino acid sequence, predict their binding affinity value. This is MHC class II binding data. (1) The peptide sequence is KKLVLNIKYTRPGDS. The MHC is HLA-DQA10501-DQB10301 with pseudo-sequence HLA-DQA10501-DQB10301. The binding affinity (normalized) is 0.112. (2) The peptide sequence is AAFNNAIKAGTGGAY. The MHC is HLA-DPA10201-DPB10101 with pseudo-sequence HLA-DPA10201-DPB10101. The binding affinity (normalized) is 0.104. (3) The binding affinity (normalized) is 0.279. The MHC is DRB1_0701 with pseudo-sequence DRB1_0701. The peptide sequence is QATFMVFQALAQYQKDAP.